This data is from Forward reaction prediction with 1.9M reactions from USPTO patents (1976-2016). The task is: Predict the product of the given reaction. Given the reactants [C:1]([OH:5])(=[O:4])[CH:2]=[O:3].[F:6][C:7]([F:20])([F:19])[C:8]1[CH:18]=[CH:17][CH:16]=[CH:15][C:9]=1[CH2:10][NH:11][CH2:12][CH2:13]O.O, predict the reaction product. The product is: [OH:4][CH:1]1[O:5][CH2:13][CH2:12][N:11]([CH2:10][C:9]2[CH:15]=[CH:16][CH:17]=[CH:18][C:8]=2[C:7]([F:6])([F:19])[F:20])[C:2]1=[O:3].